Dataset: Full USPTO retrosynthesis dataset with 1.9M reactions from patents (1976-2016). Task: Predict the reactants needed to synthesize the given product. The reactants are: [Cl:1][C:2]1[N:3]=[C:4]([N:14]2[CH2:19][CH2:18][O:17][CH2:16][CH2:15]2)[C:5]2[S:10][C:9]([CH:11]=O)=[C:8]([CH3:13])[C:6]=2[N:7]=1.[N:20]1([C:26]([CH3:31])([CH3:30])[C:27]([NH2:29])=[O:28])[CH2:25][CH2:24][NH:23][CH2:22][CH2:21]1.C(OC)(OC)OC.C(O)(=O)C.C(O[BH-](OC(=O)C)OC(=O)C)(=O)C.[Na+]. Given the product [Cl:1][C:2]1[N:3]=[C:4]([N:14]2[CH2:19][CH2:18][O:17][CH2:16][CH2:15]2)[C:5]2[S:10][C:9]([CH2:11][N:23]3[CH2:22][CH2:21][N:20]([C:26]([CH3:31])([CH3:30])[C:27]([NH2:29])=[O:28])[CH2:25][CH2:24]3)=[C:8]([CH3:13])[C:6]=2[N:7]=1, predict the reactants needed to synthesize it.